This data is from Full USPTO retrosynthesis dataset with 1.9M reactions from patents (1976-2016). The task is: Predict the reactants needed to synthesize the given product. (1) Given the product [Br:12][CH2:13][CH2:14][CH2:15][O:18][C:4]1[C:5]([C:6]#[N:7])=[CH:8][CH:9]=[CH:2][C:3]=1[C:10]#[N:11], predict the reactants needed to synthesize it. The reactants are: O[C:2]1[CH:9]=[CH:8][C:5]([C:6]#[N:7])=[CH:4][C:3]=1[C:10]#[N:11].[Br:12][CH2:13][CH2:14][CH2:15]Br.C([O-])([O-])=[O:18].[K+].[K+]. (2) Given the product [CH3:1][C:2]1[N:6]([CH:7]2[CH2:13][CH:12]3[N:14]([CH2:15][CH2:16][C:17]4([C:23]5[CH:28]=[CH:27][CH:26]=[CH:25][CH:24]=5)[CH2:18][CH2:19][N:20]([C:42]([C:34]5[N:33]=[CH:38][CH:37]=[CH:36][C:35]=5[C:39]([NH2:46])=[O:40])=[O:43])[CH2:21][CH2:22]4)[CH:9]([CH2:10][CH2:11]3)[CH2:8]2)[C:5]2[CH:29]=[CH:30][CH:31]=[CH:32][C:4]=2[N:3]=1, predict the reactants needed to synthesize it. The reactants are: [CH3:1][C:2]1[N:6]([CH:7]2[CH2:13][CH:12]3[N:14]([CH2:15][CH2:16][C:17]4([C:23]5[CH:28]=[CH:27][CH:26]=[CH:25][CH:24]=5)[CH2:22][CH2:21][NH:20][CH2:19][CH2:18]4)[CH:9]([CH2:10][CH2:11]3)[CH2:8]2)[C:5]2[CH:29]=[CH:30][CH:31]=[CH:32][C:4]=2[N:3]=1.[N:33]1[CH:38]=[CH:37][CH:36]=[C:35]2[C:39](O[C:42](=[O:43])[C:34]=12)=[O:40].C([N:46](CC)CC)C.N.CN(C(ON1N=NC2C=CC=NC1=2)=[N+](C)C)C.F[P-](F)(F)(F)(F)F. (3) Given the product [OH:2][C:3]1[CH:4]=[C:5]([NH:11][C:12]2[N:17]=[C:16]([NH:18][C:19]3[CH:24]=[CH:23][CH:22]=[C:21]([OH:28])[CH:20]=3)[C:15]([C:29]3[CH:30]=[CH:31][CH:32]=[CH:33][CH:34]=3)=[CH:14][N:13]=2)[CH:6]=[CH:7][CH:8]=1, predict the reactants needed to synthesize it. The reactants are: C1CO[C:8]2[CH:7]=[CH:6][C:5]([NH:11][C:12]3[N:17]=[C:16]([NH:18][C:19]4[CH:24]=[CH:23][C:22]5OCC[O:28][C:21]=5[CH:20]=4)[C:15]([C:29]4[CH:34]=[CH:33][CH:32]=[CH:31][CH:30]=4)=[CH:14][N:13]=3)=[CH:4][C:3]=2[O:2]1.OC1C=C(NC2N=C(NC3C=CC=C(O)C=3)C(Br)=CN=2)C=CC=1.C1(B(O)O)C=CC=CC=1. (4) Given the product [Cl:8][C:6]1[CH:5]=[C:4]([C:9]2[C:10](=[O:27])[N:11]3[C:15]([CH2:18][C:19]4[CH:26]=[CH:25][C:22]([C:23]#[N:24])=[CH:21][CH:20]=4)([C:16]=2[O:17][CH3:31])[CH2:14][CH2:13][CH2:12]3)[CH:3]=[C:2]([Cl:1])[CH:7]=1, predict the reactants needed to synthesize it. The reactants are: [Cl:1][C:2]1[CH:3]=[C:4]([C:9]2[C:10](=[O:27])[N:11]3[C:15]([CH2:18][C:19]4[CH:26]=[CH:25][C:22]([C:23]#[N:24])=[CH:21][CH:20]=4)([C:16]=2[OH:17])[CH2:14][CH2:13][CH2:12]3)[CH:5]=[C:6]([Cl:8])[CH:7]=1.P(OC)(OC)(O[CH3:31])=O.C([O-])([O-])=O.[K+].[K+]. (5) The reactants are: [CH2:1]([C:3]1[N:13]([CH2:14][C:15]2[CH:20]=[CH:19][C:18]([CH2:21][C:22]#[C:23]O)=[CH:17][CH:16]=2)[C:6]2=[N:7][C:8]([CH3:12])=[CH:9][C:10]([CH3:11])=[C:5]2[N:4]=1)[CH3:2].S(Cl)(C)(=O)=O.C(N(C(C)C)CC)(C)C.[CH:39]([N:42]1[CH2:47][CH2:46][NH:45][CH2:44][CH2:43]1)([CH3:41])[CH3:40]. Given the product [CH2:1]([C:3]1[N:13]([CH2:14][C:15]2[CH:20]=[CH:19][C:18]([C:21]#[C:22][CH2:23][N:45]3[CH2:46][CH2:47][N:42]([CH:39]([CH3:41])[CH3:40])[CH2:43][CH2:44]3)=[CH:17][CH:16]=2)[C:6]2=[N:7][C:8]([CH3:12])=[CH:9][C:10]([CH3:11])=[C:5]2[N:4]=1)[CH3:2], predict the reactants needed to synthesize it.